Dataset: Forward reaction prediction with 1.9M reactions from USPTO patents (1976-2016). Task: Predict the product of the given reaction. (1) Given the reactants [CH3:1][C:2]1[Se:6][C:5]([C:7]([O:9][CH3:10])=[O:8])=[CH:4][CH:3]=1.[Se](=O)=[O:12].O, predict the reaction product. The product is: [CH:1]([C:2]1[Se:6][C:5]([C:7]([O:9][CH3:10])=[O:8])=[CH:4][CH:3]=1)=[O:12]. (2) Given the reactants [H-].[Na+].[Cl:3][C:4]1[C:12]2[NH:11][C:10]3[CH2:13][CH2:14][N:15]([C:18]([O:20][C:21]([CH3:24])([CH3:23])[CH3:22])=[O:19])[CH2:16][CH2:17][C:9]=3[C:8]=2[CH:7]=[C:6]([Cl:25])[CH:5]=1.Br[CH2:27][CH2:28][O:29][C:30]1[CH:35]=[CH:34][CH:33]=[CH:32][CH:31]=1, predict the reaction product. The product is: [Cl:3][C:4]1[C:12]2[N:11]([CH2:27][CH2:28][O:29][C:30]3[CH:35]=[CH:34][CH:33]=[CH:32][CH:31]=3)[C:10]3[CH2:13][CH2:14][N:15]([C:18]([O:20][C:21]([CH3:22])([CH3:24])[CH3:23])=[O:19])[CH2:16][CH2:17][C:9]=3[C:8]=2[CH:7]=[C:6]([Cl:25])[CH:5]=1. (3) Given the reactants Cl.[CH3:2][C:3]1([CH3:9])[CH2:7][NH:6][CH2:5][C@H:4]1[OH:8].C(N(CC)C(C)C)(C)C.[N:19]([C:22]1[CH:27]=[CH:26][C:25]([C:28]([F:31])([F:30])[F:29])=[CH:24][CH:23]=1)=[C:20]=[O:21], predict the reaction product. The product is: [OH:8][C@@H:4]1[CH2:5][N:6]([C:20]([NH:19][C:22]2[CH:23]=[CH:24][C:25]([C:28]([F:29])([F:30])[F:31])=[CH:26][CH:27]=2)=[O:21])[CH2:7][C:3]1([CH3:9])[CH3:2]. (4) Given the reactants [CH:1]1([C:7]2[N:11]([CH2:12][C:13]([O:15][CH2:16][CH3:17])=[O:14])[C:10]([CH3:18])=[C:9]([CH2:19][C:20]3[CH:25]=[CH:24][CH:23]=[CH:22][C:21]=3[S:26]([N:29]3[CH2:33][CH2:32][CH2:31][CH2:30]3)(=[O:28])=[O:27])[CH:8]=2)[CH2:6][CH2:5][CH2:4][CH2:3][CH2:2]1.ClS([N:38]=[C:39]=O)(=O)=O.CN(C)C=O, predict the reaction product. The product is: [C:39]([C:8]1[C:9]([CH2:19][C:20]2[CH:25]=[CH:24][CH:23]=[CH:22][C:21]=2[S:26]([N:29]2[CH2:30][CH2:31][CH2:32][CH2:33]2)(=[O:27])=[O:28])=[C:10]([CH3:18])[N:11]([CH2:12][C:13]([O:15][CH2:16][CH3:17])=[O:14])[C:7]=1[CH:1]1[CH2:6][CH2:5][CH2:4][CH2:3][CH2:2]1)#[N:38].